From a dataset of Catalyst prediction with 721,799 reactions and 888 catalyst types from USPTO. Predict which catalyst facilitates the given reaction. (1) Reactant: [F:1][C:2]1[CH:3]=[C:4]([CH:16]=[CH:17][C:18]=1[F:19])[C:5]([N:7]1[CH2:12][CH2:11][CH2:10][C@H:9]([C:13]([NH2:15])=[O:14])[CH2:8]1)=[O:6].Br.Br[CH2:22][C:23]([C:25]1[CH:30]=[CH:29][CH:28]=[CH:27][N:26]=1)=O.C(OCC)(=O)C. Product: [F:1][C:2]1[CH:3]=[C:4]([C:5]([N:7]2[CH2:12][CH2:11][CH2:10][C@H:9]([C:13]3[O:14][CH:22]=[C:23]([C:25]4[CH:30]=[CH:29][CH:28]=[CH:27][N:26]=4)[N:15]=3)[CH2:8]2)=[O:6])[CH:16]=[CH:17][C:18]=1[F:19]. The catalyst class is: 60. (2) Reactant: [Si:1]([O:8][CH2:9][CH:10]1[CH2:14][N:13]([CH2:15][C:16]2[CH:21]=[CH:20][C:19]([O:22][CH3:23])=[CH:18][C:17]=2[O:24][CH3:25])[C:12](=[O:26])[CH2:11]1)([C:4]([CH3:7])([CH3:6])[CH3:5])([CH3:3])[CH3:2].CN(C)P(N(C)C)(N(C)C)=O.I[CH2:39][C:40]#[C:41][CH2:42][CH2:43][CH2:44][C:45]([O:47][CH3:48])=[O:46]. Product: [CH3:48][O:47][C:45](=[O:46])[CH2:44][CH2:43][CH2:42][C:41]#[C:40][CH2:39][C@@H:11]1[C@@H:10]([CH2:9][O:8][Si:1]([C:4]([CH3:7])([CH3:6])[CH3:5])([CH3:3])[CH3:2])[CH2:14][N:13]([CH2:15][C:16]2[CH:21]=[CH:20][C:19]([O:22][CH3:23])=[CH:18][C:17]=2[O:24][CH3:25])[C:12]1=[O:26]. The catalyst class is: 1. (3) Reactant: [N+:1]([C:4]1[CH:9]=[CH:8][C:7]([CH:10]([CH3:13])[C:11]#[N:12])=[CH:6][CH:5]=1)([O-])=O. Product: [NH2:12][CH2:11][CH:10]([C:7]1[CH:6]=[CH:5][C:4]([NH2:1])=[CH:9][CH:8]=1)[CH3:13]. The catalyst class is: 834. (4) Reactant: [N:1]1[CH:6]=[CH:5][CH:4]=[C:3]([C:7]2[S:11][C:10]([CH:12]=O)=[CH:9][CH:8]=2)[CH:2]=1.[CH3:14][NH:15][CH3:16].Cl.C([BH3-])#N.[Na+]. Product: [CH3:14][N:15]([CH3:16])[CH2:12][C:10]1[S:11][C:7]([C:3]2[CH:2]=[N:1][CH:6]=[CH:5][CH:4]=2)=[CH:8][CH:9]=1. The catalyst class is: 71. (5) Reactant: [Br:1][C:2]1[CH:7]=[C:6]([F:8])[C:5]([OH:9])=[C:4]([Cl:10])[CH:3]=1.C([O-])([O-])=O.[K+].[K+].Br[CH2:18][CH:19]([CH3:21])[CH3:20]. Product: [Br:1][C:2]1[CH:7]=[C:6]([F:8])[C:5]([O:9][CH2:18][CH:19]([CH3:21])[CH3:20])=[C:4]([Cl:10])[CH:3]=1. The catalyst class is: 18.